Task: Predict the reactants needed to synthesize the given product.. Dataset: Full USPTO retrosynthesis dataset with 1.9M reactions from patents (1976-2016) (1) Given the product [C:18]1([C:17]([NH:1][C:2]2[CH:3]=[C:4]3[C:8](=[CH:9][CH:10]=2)[NH:7][N:6]=[C:5]3[C:11]2[CH:16]=[CH:15][CH:14]=[CH:13][CH:12]=2)=[O:24])[CH:23]=[CH:22][CH:21]=[CH:20][CH:19]=1, predict the reactants needed to synthesize it. The reactants are: [NH2:1][C:2]1[CH:3]=[C:4]2[C:8](=[CH:9][CH:10]=1)[NH:7][N:6]=[C:5]2[C:11]1[CH:16]=[CH:15][CH:14]=[CH:13][CH:12]=1.[C:17](Cl)(=[O:24])[C:18]1[CH:23]=[CH:22][CH:21]=[CH:20][CH:19]=1. (2) Given the product [Cl:16][C:17]1[CH:18]=[C:19]([N:23]([CH2:24][C:25]2[CH:26]=[N:27][CH:28]=[CH:29][CH:30]=2)[C:2]2[CH:3]=[CH:4][C:5]([O:14][CH3:15])=[C:6]([O:8][C@@H:9]3[CH2:13][CH2:12][O:11][CH2:10]3)[N:7]=2)[CH:20]=[CH:21][CH:22]=1, predict the reactants needed to synthesize it. The reactants are: I[C:2]1[N:7]=[C:6]([O:8][C@@H:9]2[CH2:13][CH2:12][O:11][CH2:10]2)[C:5]([O:14][CH3:15])=[CH:4][CH:3]=1.[Cl:16][C:17]1[CH:18]=[C:19]([NH:23][CH2:24][C:25]2[CH:26]=[N:27][CH:28]=[CH:29][CH:30]=2)[CH:20]=[CH:21][CH:22]=1.CC([O-])(C)C.[Na+].P(C(C)(C)C)(C(C)(C)C)C(C)(C)C.[H+].[B-](F)(F)(F)F. (3) Given the product [Br:1][C:2]1[CH:6]=[CH:5][O:4][C:3]=1[C:7](=[O:9])[CH2:12][C:13](=[O:14])[CH3:15], predict the reactants needed to synthesize it. The reactants are: [Br:1][C:2]1[CH:6]=[CH:5][O:4][C:3]=1[C:7]([O:9]CC)=O.[CH3:12][C:13]([CH3:15])=[O:14].CC(C)([O-])C.[K+].C(O)(=O)C. (4) Given the product [ClH:1].[F:24][C:21]([F:22])([F:23])[C:20]([N:15]1[CH2:14][CH2:13][NH:12][CH2:19][C:16]21[CH2:18][CH2:17]2)=[O:25], predict the reactants needed to synthesize it. The reactants are: [ClH:1].C(O)C.C([N:12]1[CH2:19][C:16]2([CH2:18][CH2:17]2)[N:15]([C:20](=[O:25])[C:21]([F:24])([F:23])[F:22])[CH2:14][CH2:13]1)C1C=CC=CC=1.[H][H].